This data is from Full USPTO retrosynthesis dataset with 1.9M reactions from patents (1976-2016). The task is: Predict the reactants needed to synthesize the given product. (1) Given the product [Cl:22][C:13]1[CH:14]=[C:15]([CH:16]=[CH:17][C:12]=1[Cl:11])[CH2:18][NH:19][C:20]([NH:10][C:8]1[CH:7]=[CH:6][C:5]2[NH:1][CH:2]=[N:3][C:4]=2[CH:9]=1)=[S:21], predict the reactants needed to synthesize it. The reactants are: [N:1]1[C:5]2[CH:6]=[CH:7][C:8]([NH2:10])=[CH:9][C:4]=2[NH:3][CH:2]=1.[Cl:11][C:12]1[CH:17]=[CH:16][C:15]([CH2:18][N:19]=[C:20]=[S:21])=[CH:14][C:13]=1[Cl:22]. (2) Given the product [CH3:18][O:20][C:21]1[CH:22]=[C:23]([C:30]2[C@@H:39]3[C@@H:34]([CH2:35][CH:36]=[CH:37][CH2:38]3)[C:33](=[O:40])[N:32]([CH:41]3[CH2:46][CH2:45][N:44]([S:1]([C:4]4[C:16]5[C:8](=[C:9]([N:10]([CH3:12])[CH3:11])[CH:13]=[CH:14][CH:15]=5)[CH:7]=[CH:6][CH:5]=4)(=[O:3])=[O:2])[CH2:43][CH2:42]3)[N:31]=2)[CH:24]=[CH:25][C:26]=1[O:27][CH3:28], predict the reactants needed to synthesize it. The reactants are: [S:1](Cl)([C:4]1[C:16]2[CH:15]=[CH:14][CH:13]=[C:9]([N:10]([CH3:12])[CH3:11])[C:8]=2[CH:7]=[CH:6][CH:5]=1)(=[O:3])=[O:2].[CH2:18]([O:20][C:21]1[CH:22]=[C:23]([C:30]2[C@@H:39]3[C@@H:34]([CH2:35][CH:36]=[CH:37][CH2:38]3)[C:33](=[O:40])[N:32]([CH:41]3[CH2:46][CH2:45][N:44](S(C4C=CC(C)=CC=4)(=O)=O)[CH2:43][CH2:42]3)[N:31]=2)[CH:24]=[CH:25][C:26]=1[O:27][CH2:28]C)C. (3) The reactants are: [OH:1][C:2]([C@@H:5]1[CH2:9][CH2:8][CH2:7][N:6]1[C:10]([O:12][CH2:13][C:14]1[CH:19]=[CH:18][CH:17]=[CH:16][CH:15]=1)=[O:11])([CH3:4])[CH3:3].[CH3:20]N(C1C2C(N(C)C)=CC=CC=2C=CC=1)C.F[B-](F)(F)F.C[O+](C)C. Given the product [CH3:20][O:1][C:2]([C@@H:5]1[CH2:9][CH2:8][CH2:7][N:6]1[C:10]([O:12][CH2:13][C:14]1[CH:15]=[CH:16][CH:17]=[CH:18][CH:19]=1)=[O:11])([CH3:4])[CH3:3], predict the reactants needed to synthesize it. (4) Given the product [C:1]([CH:3]([C:13]1[N:14]([CH2:27][CH3:28])[C:15](=[O:26])[NH:16][C:17](=[O:22])[C:18]=1[CH:19]([CH3:21])[CH3:20])[C:4]1[CH:5]=[C:6]([CH:9]=[C:10]([CH3:12])[CH:11]=1)[C:7]#[N:8])#[N:2], predict the reactants needed to synthesize it. The reactants are: [C:1]([CH:3]([C:13]1[N:14]([CH2:27][CH3:28])[C:15](=[O:26])[N:16](COC)[C:17](=[O:22])[C:18]=1[CH:19]([CH3:21])[CH3:20])[C:4]1[CH:5]=[C:6]([CH:9]=[C:10]([CH3:12])[CH:11]=1)[C:7]#[N:8])#[N:2].CSSC. (5) Given the product [C:3]([C:5]1[CH:10]=[CH:9][CH:8]=[CH:7][C:6]=1[NH:13][C:23](=[O:24])[C:22]1[CH:26]=[CH:27][C:19]([F:18])=[CH:20][CH:21]=1)(=[O:4])[CH3:2], predict the reactants needed to synthesize it. The reactants are: N[CH2:2][C:3]([C:5]1[CH:10]=[CH:9][CH:8]=[CH:7][CH:6]=1)=[O:4].C([N:13](CC)CC)C.[F:18][C:19]1[CH:27]=[CH:26][C:22]([C:23](Cl)=[O:24])=[CH:21][CH:20]=1. (6) Given the product [Cl:27][C:23]1[C:22]([F:28])=[C:21]([C@@H:20]2[C@:19]([C:31]3[CH:36]=[CH:35][C:34]([Cl:37])=[CH:33][C:32]=3[F:38])([C:29]#[N:30])[C@H:18]([CH2:39][C:40]([CH3:41])([CH3:42])[CH3:43])[NH:17][C@H:16]2[C:14]([NH:13][C:10]2[CH:11]=[CH:12][N:8]([CH2:7][C:6]([OH:44])=[O:5])[N:9]=2)=[O:15])[CH:26]=[CH:25][CH:24]=1, predict the reactants needed to synthesize it. The reactants are: C([O:5][C:6](=[O:44])[CH2:7][N:8]1[CH:12]=[CH:11][C:10]([NH:13][C:14]([C@H:16]2[C@H:20]([C:21]3[CH:26]=[CH:25][CH:24]=[C:23]([Cl:27])[C:22]=3[F:28])[C@:19]([C:31]3[CH:36]=[CH:35][C:34]([Cl:37])=[CH:33][C:32]=3[F:38])([C:29]#[N:30])[C@H:18]([CH2:39][C:40]([CH3:43])([CH3:42])[CH3:41])[NH:17]2)=[O:15])=[N:9]1)(C)(C)C.S(=O)(=O)(O)O. (7) Given the product [S:16]1[C:2]2([CH2:7][C:6](=[O:8])[NH:5][C:3]2=[O:4])[S:17][CH2:14][CH2:15]1, predict the reactants needed to synthesize it. The reactants are: Br[C:2]1[C:3]([NH:5][C:6](=[O:8])[CH:7]=1)=[O:4].C([O-])(=O)C.[Na+].[CH2:14]([SH:17])[CH2:15][SH:16].